From a dataset of Reaction yield outcomes from USPTO patents with 853,638 reactions. Predict the reaction yield, written as a fraction of the theoretical maximum amount of product (1.0 means a 100% yield; for example, 0.34 means a 34% yield). (1) The reactants are [Cl:1][C:2]1[N:10]=[C:9]([Cl:11])[CH:8]=[CH:7][C:3]=1[C:4](O)=[O:5].ClC1C(CO)=CC(F)=C(Cl)N=1. No catalyst specified. The product is [Cl:1][C:2]1[C:3]([CH2:4][OH:5])=[CH:7][CH:8]=[C:9]([Cl:11])[N:10]=1. The yield is 0.890. (2) The reactants are C(OC(=O)[NH:7][CH2:8][CH2:9][CH2:10][N:11]([CH:21]([C:25]1[N:34]([CH2:35][C:36]2[CH:41]=[CH:40][CH:39]=[CH:38][CH:37]=2)[C:33](=[O:42])[C:32]2[C:27](=[CH:28][C:29]([Cl:43])=[CH:30][CH:31]=2)[N:26]=1)[CH:22]([CH3:24])[CH3:23])[C:12](=[O:20])[C:13]1[CH:18]=[CH:17][C:16]([CH3:19])=[CH:15][CH:14]=1)(C)(C)C.C(O)(C(F)(F)F)=O.[OH-].[Na+]. The catalyst is C(Cl)Cl. The product is [NH2:7][CH2:8][CH2:9][CH2:10][N:11]([C@@H:21]([C:25]1[N:34]([CH2:35][C:36]2[CH:37]=[CH:38][CH:39]=[CH:40][CH:41]=2)[C:33](=[O:42])[C:32]2[C:27](=[CH:28][C:29]([Cl:43])=[CH:30][CH:31]=2)[N:26]=1)[CH:22]([CH3:23])[CH3:24])[C:12](=[O:20])[C:13]1[CH:14]=[CH:15][C:16]([CH3:19])=[CH:17][CH:18]=1. The yield is 0.970. (3) The reactants are Br[C:2]1[N:7]=[N:6][C:5]([C:8]2[CH:17]=[CH:16][C:15]3[C:10](=[CH:11][CH:12]=[CH:13][CH:14]=3)[CH:9]=2)=[C:4]([C:18]2[CH:23]=[CH:22][N:21]=[CH:20][CH:19]=2)[CH:3]=1.C(O)C.[NH:27]1[CH2:30][CH2:29][CH2:28]1. The catalyst is C(OCC)(=O)C. The product is [N:27]1([C:2]2[N:7]=[N:6][C:5]([C:8]3[CH:17]=[CH:16][C:15]4[C:10](=[CH:11][CH:12]=[CH:13][CH:14]=4)[CH:9]=3)=[C:4]([C:18]3[CH:23]=[CH:22][N:21]=[CH:20][CH:19]=3)[CH:3]=2)[CH2:30][CH2:29][CH2:28]1. The yield is 0.980. (4) The reactants are [CH2:1]([O:3][C:4](=[O:22])[CH2:5][NH:6][CH2:7][CH2:8][NH:9][S:10]([C:13]1[S:14][C:15]2[CH:21]=[CH:20][CH:19]=[CH:18][C:16]=2[N:17]=1)(=[O:12])=[O:11])[CH3:2].[CH:23]([O:36][C:37]([NH:39][C:40]1[CH:45]=[CH:44][N:43]([CH2:46][C:47](O)=[O:48])[C:42](=[O:50])[N:41]=1)=[O:38])([C:30]1[CH:35]=[CH:34][CH:33]=[CH:32][CH:31]=1)[C:24]1[CH:29]=[CH:28][CH:27]=[CH:26][CH:25]=1. No catalyst specified. The product is [CH2:1]([O:3][C:4](=[O:22])[CH2:5][N:6]([CH2:7][CH2:8][NH:9][S:10]([C:13]1[S:14][C:15]2[CH:21]=[CH:20][CH:19]=[CH:18][C:16]=2[N:17]=1)(=[O:12])=[O:11])[C:47](=[O:48])[CH2:46][N:43]1[CH:44]=[CH:45][C:40]([NH:39][C:37]([O:36][CH:23]([C:24]2[CH:25]=[CH:26][CH:27]=[CH:28][CH:29]=2)[C:30]2[CH:35]=[CH:34][CH:33]=[CH:32][CH:31]=2)=[O:38])=[N:41][C:42]1=[O:50])[CH3:2]. The yield is 0.850. (5) The reactants are C([O:8][C:9]1[CH:18]=[C:17]2[C:12]([C:13]([O:19][C:20]3[CH:25]=[CH:24][C:23]([NH:26][C:27](=[O:39])[C:28]([NH:30][CH2:31][CH2:32][C:33]4[CH:38]=[CH:37][CH:36]=[CH:35][CH:34]=4)=[O:29])=[CH:22][C:21]=3[F:40])=[CH:14][CH:15]=[N:16]2)=[CH:11][C:10]=1[O:41][CH3:42])C1C=CC=CC=1. The catalyst is CO.CN(C=O)C.ClCCl.C(OCC)(=O)C.C(O)(=O)C.[OH-].[Pd+2].[OH-]. The product is [F:40][C:21]1[CH:22]=[C:23]([NH:26][C:27](=[O:39])[C:28]([NH:30][CH2:31][CH2:32][C:33]2[CH:34]=[CH:35][CH:36]=[CH:37][CH:38]=2)=[O:29])[CH:24]=[CH:25][C:20]=1[O:19][C:13]1[C:12]2[C:17](=[CH:18][C:9]([OH:8])=[C:10]([O:41][CH3:42])[CH:11]=2)[N:16]=[CH:15][CH:14]=1. The yield is 0.950. (6) The reactants are [OH:1][C:2]1[CH:12]=[CH:11][C:5]([C:6]([O:8][CH2:9][CH3:10])=[O:7])=[CH:4][CH:3]=1.Cl.[CH3:14][N:15]([CH3:19])[CH2:16][CH2:17]Cl.C(=O)([O-])[O-].[K+].[K+].O. The catalyst is CN(C)C=O. The product is [CH3:14][N:15]([CH3:19])[CH2:16][CH2:17][O:1][C:2]1[CH:3]=[CH:4][C:5]([C:6]([O:8][CH2:9][CH3:10])=[O:7])=[CH:11][CH:12]=1. The yield is 0.650. (7) The reactants are [CH3:1][N:2]([CH3:20])[C:3]([C:5]1[N:14]([CH:15]2[CH2:19][CH2:18][CH2:17][CH2:16]2)[C:8]2[N:9]=[C:10](Cl)[N:11]=[CH:12][C:7]=2[CH:6]=1)=[O:4].C(OC([N:28]1[CH2:33][CH2:32][CH:31]([C:34]2[CH:35]=[N:36][C:37]([NH2:40])=[CH:38][CH:39]=2)[CH2:30][CH2:29]1)=O)(C)(C)C. No catalyst specified. The product is [CH3:1][N:2]([CH3:20])[C:3]([C:5]1[N:14]([CH:15]2[CH2:19][CH2:18][CH2:17][CH2:16]2)[C:8]2[N:9]=[C:10]([NH:40][C:37]3[N:36]=[CH:35][C:34]([CH:31]4[CH2:32][CH2:33][NH:28][CH2:29][CH2:30]4)=[CH:39][CH:38]=3)[N:11]=[CH:12][C:7]=2[CH:6]=1)=[O:4]. The yield is 0.480.